This data is from Full USPTO retrosynthesis dataset with 1.9M reactions from patents (1976-2016). The task is: Predict the reactants needed to synthesize the given product. (1) Given the product [C:1]([O:4][C:5]1[CH:10]=[C:9]([N+:11]([O-:13])=[O:12])[CH:8]=[CH:7][C:6]=1[CH2:14][Br:15])(=[O:3])[CH3:2], predict the reactants needed to synthesize it. The reactants are: [C:1]([O:4][C:5]1[CH:10]=[C:9]([N+:11]([O-:13])=[O:12])[CH:8]=[CH:7][C:6]=1[CH3:14])(=[O:3])[CH3:2].[Br:15]N1C(=O)CCC1=O. (2) Given the product [CH3:27][O:28][C:20]1[CH:18]=[CH:17][C:16]([N:15]([CH3:14])[C:2]2[C:3]3[S:11][CH:10]=[C:9]([CH3:12])[C:4]=3[N:5]=[C:6]([CH3:8])[N:7]=2)=[CH:36][CH:23]=1, predict the reactants needed to synthesize it. The reactants are: Cl[C:2]1[C:3]2[S:11][CH:10]=[C:9]([CH3:12])[C:4]=2[N:5]=[C:6]([CH3:8])[N:7]=1.C[C:14]1[N:15]=[C:16](O)[C:17]2SC=[C:20]([CH3:23])[C:18]=2N=1.CN(C)[CH:27]=[O:28].P(Cl)(Cl)(Cl)=O.Cl[CH2:36]CCl. (3) Given the product [Cl:1][C:2]1[CH:23]=[CH:22][C:5]([O:6][CH:7]2[CH2:8][CH2:9][N:10]([CH2:13][CH:15]3[CH2:16][CH:17]([OH:21])[CH:18]([OH:20])[CH2:19]3)[CH2:11][CH2:12]2)=[C:4]([CH3:24])[CH:3]=1, predict the reactants needed to synthesize it. The reactants are: [Cl:1][C:2]1[CH:23]=[CH:22][C:5]([O:6][CH:7]2[CH2:12][CH2:11][N:10]([C:13]([CH:15]3[CH2:19][CH:18]([OH:20])[CH:17]([OH:21])[CH2:16]3)=O)[CH2:9][CH2:8]2)=[C:4]([CH3:24])[CH:3]=1.B.CO. (4) Given the product [Cl:7][C:8]1[CH:9]=[CH:10][C:11]([C:14]2[S:15][CH:16]=[C:17]([CH2:19][O:20][C:33]3[C:32]([C:44]#[N:45])=[C:31]([C:28]4[CH:29]=[CH:30][C:25]([O:24][CH2:23][CH2:22][OH:21])=[CH:26][CH:27]=4)[C:40]4[C:39](=[O:41])[NH:38][CH:37]=[CH:36][C:35]=4[N:34]=3)[N:18]=2)=[CH:12][CH:13]=1, predict the reactants needed to synthesize it. The reactants are: CC(C)([O-])C.[K+].[Cl:7][C:8]1[CH:13]=[CH:12][C:11]([C:14]2[S:15][CH:16]=[C:17]([CH2:19][OH:20])[N:18]=2)=[CH:10][CH:9]=1.[OH:21][CH2:22][CH2:23][O:24][C:25]1[CH:30]=[CH:29][C:28]([C:31]2[C:40]3[C:39](=[O:41])[NH:38][CH:37]=[CH:36][C:35]=3[N:34]=[C:33](SC)[C:32]=2[C:44]#[N:45])=[CH:27][CH:26]=1.O. (5) Given the product [C:17]([O:16][C:14]([N:1]1[C:5]2=[N:6][CH:7]=[CH:8][CH:9]=[C:4]2[CH2:3][CH:2]1[C:10]([O-:12])=[O:11])=[O:15])([CH3:20])([CH3:18])[CH3:19].[Li+:28], predict the reactants needed to synthesize it. The reactants are: [N:1]1([C:14]([O:16][C:17]([CH3:20])([CH3:19])[CH3:18])=[O:15])[C:5]2=[N:6][CH:7]=[CH:8][CH:9]=[C:4]2[CH2:3][CH:2]1[C:10]([O:12]C)=[O:11].C1COCC1.O.[OH-].[Li+:28]. (6) Given the product [CH:36]1([C:39]2[N:40]=[C:41]([C:44](=[C:32]3[CH2:33][CH2:34][O:29][CH2:30][CH2:31]3)[C:45]#[N:46])[S:42][CH:43]=2)[CH2:38][CH2:37]1, predict the reactants needed to synthesize it. The reactants are: C1(C2N=C(C3C4CCCCC=4SC=3NC(N3CCC[C@@H]3C(O)=O)=O)ON=2)CC1.[O:29]1[CH2:34][CH2:33][C:32](=O)[CH2:31][CH2:30]1.[CH:36]1([C:39]2[N:40]=[C:41]([CH2:44][C:45]#[N:46])[S:42][CH:43]=2)[CH2:38][CH2:37]1. (7) Given the product [Cl:21][C:22]1[CH:23]=[CH:24][CH:25]=[C:26]2[C:31]=1[N:30]=[CH:29][C:28]([CH:32]([N:34]1[C:3](=[O:10])[C:4]3[C:9](=[CH:8][CH:7]=[CH:6][CH:5]=3)[C:1]1=[O:11])[CH3:33])=[C:27]2[C:35]1[CH:40]=[CH:39][CH:38]=[CH:37][N:36]=1, predict the reactants needed to synthesize it. The reactants are: [C:1]1(=[O:11])[C:9]2[C:4](=[CH:5][CH:6]=[CH:7][CH:8]=2)[C:3](=[O:10])O1.C(N(C(C)C)C(C)C)C.[Cl:21][C:22]1[CH:23]=[CH:24][CH:25]=[C:26]2[C:31]=1[N:30]=[CH:29][C:28]([CH:32]([NH2:34])[CH3:33])=[C:27]2[C:35]1[CH:40]=[CH:39][CH:38]=[CH:37][N:36]=1.